From a dataset of Full USPTO retrosynthesis dataset with 1.9M reactions from patents (1976-2016). Predict the reactants needed to synthesize the given product. (1) The reactants are: CC1(C)S[C@@H]2[C@H](NC([C@H](N)C3C=CC=CC=3)=O)C(=[O:9])N2[C@H]1C(O)=O.P([O-])([O-])([O-])=O.[K+].[K+].[K+].CC1N=CC(COP(O)(O)=O)=C(C=O)C=1O.[CH3:49][O:50][C:51]1[CH:60]=[C:59]2[C:54]([CH2:55][CH2:56][C@H:57](N)[CH2:58]2)=[CH:53][CH:52]=1. Given the product [CH3:49][O:50][C:51]1[CH:60]=[C:59]2[C:54]([CH2:55][CH2:56][C:57](=[O:9])[CH2:58]2)=[CH:53][CH:52]=1, predict the reactants needed to synthesize it. (2) Given the product [CH2:7]([O:6][C:4](=[O:5])[CH2:3][C:2]1[C:9]([C:10]([O:12][CH2:13][CH3:14])=[O:11])=[CH:15][N:29]=[C:28]([S:31][CH3:32])[N:30]=1)[CH3:8], predict the reactants needed to synthesize it. The reactants are: O=[C:2]([CH2:9][C:10]([O:12][CH2:13][CH3:14])=[O:11])[CH2:3][C:4]([O:6][CH2:7][CH3:8])=[O:5].[CH3:15]OC(OC)N(C)C.S(O)(O)(=O)=O.[C:28]([S:31][CH3:32])(=[NH:30])[NH2:29]. (3) Given the product [CH2:16]([O:15][C:10](=[O:14])[C@H:11]([CH3:13])[NH:5][C:4]1[CH:6]=[CH:7][C:8]([Cl:9])=[C:2]([Cl:1])[CH:3]=1)[CH2:17][CH2:18][CH3:19], predict the reactants needed to synthesize it. The reactants are: [Cl:1][C:2]1[CH:3]=[C:4]([CH:6]=[CH:7][C:8]=1[Cl:9])[NH2:5].[C:10]([O:15][CH2:16][CH2:17][CH2:18][CH3:19])(=[O:14])[C:11]([CH3:13])=O. (4) Given the product [NH2:1][C:2]1[CH:3]=[CH:4][C:5]([C:8]([O:10][CH3:16])=[O:9])=[N:6][CH:7]=1, predict the reactants needed to synthesize it. The reactants are: [NH2:1][C:2]1[CH:3]=[CH:4][C:5]([C:8]([OH:10])=[O:9])=[N:6][CH:7]=1.S(=O)(=O)(O)O.[CH3:16]O.